The task is: Regression. Given a peptide amino acid sequence and an MHC pseudo amino acid sequence, predict their binding affinity value. This is MHC class I binding data.. This data is from Peptide-MHC class I binding affinity with 185,985 pairs from IEDB/IMGT. (1) The peptide sequence is FIYSIMETI. The MHC is HLA-A68:02 with pseudo-sequence HLA-A68:02. The binding affinity (normalized) is 0.585. (2) The peptide sequence is RAVEPGTVL. The MHC is HLA-B39:01 with pseudo-sequence HLA-B39:01. The binding affinity (normalized) is 0.452. (3) The peptide sequence is LEMWKNGPCY. The MHC is Mamu-A11 with pseudo-sequence Mamu-A11. The binding affinity (normalized) is 0.188. (4) The peptide sequence is LLAGRSCGM. The MHC is HLA-A32:01 with pseudo-sequence HLA-A32:01. The binding affinity (normalized) is 0.0673. (5) The peptide sequence is MLRKKQITV. The MHC is HLA-B08:01 with pseudo-sequence HLA-B08:01. The binding affinity (normalized) is 0.672. (6) The peptide sequence is NVHRSQFAQ. The MHC is HLA-A31:01 with pseudo-sequence HLA-A31:01. The binding affinity (normalized) is 0.0847.